Dataset: Forward reaction prediction with 1.9M reactions from USPTO patents (1976-2016). Task: Predict the product of the given reaction. (1) Given the reactants [F:1][C:2]1[CH:38]=[C:37]([F:39])[CH:36]=[C:35]([F:40])[C:3]=1[CH2:4][N:5]1[C:13]([C:14]2[CH:19]=[CH:18][C:17]([N:20]3[CH2:25][CH2:24][CH2:23][C@H:22]([CH2:26][C:27]([O:29]C)=[O:28])[CH2:21]3)=[CH:16][CH:15]=2)=[C:12]2[C:7]([C:8]([C:31]([F:34])([F:33])[F:32])=[CH:9][CH:10]=[CH:11]2)=[N:6]1.[OH-].[Na+], predict the reaction product. The product is: [F:40][C:35]1[CH:36]=[C:37]([F:39])[CH:38]=[C:2]([F:1])[C:3]=1[CH2:4][N:5]1[C:13]([C:14]2[CH:15]=[CH:16][C:17]([N:20]3[CH2:25][CH2:24][CH2:23][C@H:22]([CH2:26][C:27]([OH:29])=[O:28])[CH2:21]3)=[CH:18][CH:19]=2)=[C:12]2[C:7]([C:8]([C:31]([F:34])([F:32])[F:33])=[CH:9][CH:10]=[CH:11]2)=[N:6]1. (2) The product is: [CH2:8]([O:15][C:4](=[O:5])[CH2:3][CH2:2][C:1]([OH:6])=[O:7])[C:9]1[CH:14]=[CH:13][CH:12]=[CH:11][CH:10]=1. Given the reactants [C:1]1(=[O:7])[O:6][C:4](=[O:5])[CH2:3][CH2:2]1.[CH2:8]([OH:15])[C:9]1[CH:14]=[CH:13][CH:12]=[CH:11][CH:10]=1, predict the reaction product. (3) Given the reactants [Br:1]N1C(=O)CCC1=O.O1CCOCC1.O.C([O:18][C:19]([C:21]1[N:30]=[C:29]([NH:31][CH2:32][C:33]2[CH:38]=[CH:37][CH:36]=[CH:35][N:34]=2)[C:28]2[C:23](=[CH:24][CH:25]=[CH:26][C:27]=2[C:39]2[CH:44]=[CH:43][CH:42]=[CH:41][CH:40]=2)[N:22]=1)=[CH2:20])C, predict the reaction product. The product is: [Br:1][CH2:18][C:19]([C:21]1[N:30]=[C:29]([NH:31][CH2:32][C:33]2[CH:38]=[CH:37][CH:36]=[CH:35][N:34]=2)[C:28]2[C:23](=[CH:24][CH:25]=[CH:26][C:27]=2[C:39]2[CH:44]=[CH:43][CH:42]=[CH:41][CH:40]=2)[N:22]=1)=[O:20]. (4) Given the reactants O[Li].O.C[O:5][C:6](=[O:43])[CH2:7][C:8]1[CH:42]=[CH:41][CH:40]=[CH:39][C:9]=1[CH2:10][CH2:11][C:12]1[C:17]([CH3:18])=[CH:16][N:15]=[C:14]([NH:19][C:20]2[CH:21]=[CH:22][C:23]([CH:26]3[CH2:31][CH2:30][N:29]([C:32]([O:34][C:35]([CH3:38])([CH3:37])[CH3:36])=[O:33])[CH2:28][CH2:27]3)=[N:24][CH:25]=2)[N:13]=1, predict the reaction product. The product is: [C:35]([O:34][C:32]([N:29]1[CH2:28][CH2:27][CH:26]([C:23]2[N:24]=[CH:25][C:20]([NH:19][C:14]3[N:13]=[C:12]([CH2:11][CH2:10][C:9]4[CH:39]=[CH:40][CH:41]=[CH:42][C:8]=4[CH2:7][C:6]([OH:43])=[O:5])[C:17]([CH3:18])=[CH:16][N:15]=3)=[CH:21][CH:22]=2)[CH2:31][CH2:30]1)=[O:33])([CH3:38])([CH3:37])[CH3:36]. (5) Given the reactants [Si:1]([O:8][CH2:9][CH2:10][CH2:11][CH2:12][N:13]1[C:21]2[CH:20]=[CH:19][N:18]=[CH:17][C:16]=2[CH:15]=[C:14]1[C:22](OCC)=[O:23])([C:4]([CH3:7])([CH3:6])[CH3:5])([CH3:3])[CH3:2].[H-].[H-].[H-].[H-].[Li+].[Al+3], predict the reaction product. The product is: [Si:1]([O:8][CH2:9][CH2:10][CH2:11][CH2:12][N:13]1[C:21]2[CH:20]=[CH:19][N:18]=[CH:17][C:16]=2[CH:15]=[C:14]1[CH2:22][OH:23])([C:4]([CH3:7])([CH3:5])[CH3:6])([CH3:3])[CH3:2]. (6) The product is: [CH3:1][CH:2]([NH:12][C:13]([CH3:14])([CH3:16])[CH3:15])[C:3]([C:5]1[CH:6]=[CH:7][CH:8]=[C:9]([Cl:11])[CH:10]=1)=[O:4]. Given the reactants [CH3:1][CH:2]([NH:12][C:13]([CH3:16])([CH3:15])[CH3:14])[C:3]([C:5]1[CH:6]=[CH:7][CH:8]=[C:9]([Cl:11])[CH:10]=1)=[O:4].Cl.C([O-])(=O)C.P([O-])([O-])([O-])=O, predict the reaction product. (7) Given the reactants [CH3:1][C:2]1[CH:24]=[CH:23][CH:22]=[C:21]([CH3:25])[C:3]=1[CH2:4][O:5][C:6]1[C:14]2[N:13]=[C:12]([CH3:15])[N:11]([CH3:16])[C:10]=2[CH:9]=[C:8]([C:17]([O:19]C)=[O:18])[CH:7]=1.[OH-].[Na+].Cl, predict the reaction product. The product is: [CH3:25][C:21]1[CH:22]=[CH:23][CH:24]=[C:2]([CH3:1])[C:3]=1[CH2:4][O:5][C:6]1[C:14]2[N:13]=[C:12]([CH3:15])[N:11]([CH3:16])[C:10]=2[CH:9]=[C:8]([C:17]([OH:19])=[O:18])[CH:7]=1. (8) Given the reactants N#N.C([O:5][C:6](=[O:20])[CH2:7][C:8]1[CH:13]=[CH:12][CH:11]=[C:10]([C:14]2([CH3:19])[O:18][CH2:17][CH2:16][O:15]2)[CH:9]=1)C.[OH-].[Na+].Cl, predict the reaction product. The product is: [CH3:19][C:14]1([C:10]2[CH:9]=[C:8]([CH2:7][C:6]([OH:20])=[O:5])[CH:13]=[CH:12][CH:11]=2)[O:18][CH2:17][CH2:16][O:15]1.